From a dataset of Merck oncology drug combination screen with 23,052 pairs across 39 cell lines. Regression. Given two drug SMILES strings and cell line genomic features, predict the synergy score measuring deviation from expected non-interaction effect. (1) Drug 1: O=C(O)C1(Cc2cccc(Nc3nccs3)n2)CCC(Oc2cccc(Cl)c2F)CC1. Drug 2: O=C(NOCC(O)CO)c1ccc(F)c(F)c1Nc1ccc(I)cc1F. Cell line: HT144. Synergy scores: synergy=8.14. (2) Drug 1: CCN(CC)CCNC(=O)c1c(C)[nH]c(C=C2C(=O)Nc3ccc(F)cc32)c1C. Drug 2: CCC1(O)C(=O)OCc2c1cc1n(c2=O)Cc2cc3c(CN(C)C)c(O)ccc3nc2-1. Cell line: PA1. Synergy scores: synergy=-6.62. (3) Drug 1: N#Cc1ccc(Cn2cncc2CN2CCN(c3cccc(Cl)c3)C(=O)C2)cc1. Drug 2: COc1cc(C2c3cc4c(cc3C(OC3OC5COC(C)OC5C(O)C3O)C3COC(=O)C23)OCO4)cc(OC)c1O. Cell line: SKMEL30. Synergy scores: synergy=7.70.